This data is from Reaction yield outcomes from USPTO patents with 853,638 reactions. The task is: Predict the reaction yield, written as a fraction of the theoretical maximum amount of product (1.0 means a 100% yield; for example, 0.34 means a 34% yield). (1) The reactants are [C:1]([O:5][C@@H:6]([C:11]1[C:40]([CH3:41])=[C:39]([Br:42])[C:38]2=[N:43][C:35]3=[C:36](Br)[N:37]2[C:12]=1[N:13]1[CH2:49][CH2:48][C:16]([CH3:50])([O:17][CH2:18][CH2:19][CH2:20][CH2:21][C@H:22]([CH3:47])[O:23][C:24]2[CH:25]=[CH:26][C:27]([F:46])=[CH:28][C:29]=2[C:30]2[CH:45]=[C:34]3[CH:33]=[CH:32][CH:31]=2)[CH2:15][CH2:14]1)[C:7]([O:9][CH3:10])=[O:8])([CH3:4])([CH3:3])[CH3:2].COC1C=CC=C(OC)C=1C1C=CC=CC=1P(C1CCCCC1)C1CCCCC1.CCCCO.C([O-])([O-])=O.[Cs+].[Cs+]. The catalyst is CC([O-])=O.CC([O-])=O.[Pd+2].O.CN(C=O)C. The product is [Br:42][C:39]1[C:38]2=[N:43][C:35]3=[CH:36][N:37]2[C:12]([N:13]2[CH2:14][CH2:15][C:16]([CH3:50])([O:17][CH2:18][CH2:19][CH2:20][CH2:21][C@H:22]([CH3:47])[O:23][C:24]4[CH:25]=[CH:26][C:27]([F:46])=[CH:28][C:29]=4[C:30]4[CH:45]=[C:34]3[CH:33]=[CH:32][CH:31]=4)[CH2:48][CH2:49]2)=[C:11]([C@H:6]([O:5][C:1]([CH3:4])([CH3:3])[CH3:2])[C:7]([O:9][CH3:10])=[O:8])[C:40]=1[CH3:41]. The yield is 0.470. (2) The reactants are [CH2:1]([C@@H:8]1[NH:13][CH2:12][CH2:11][N:10]([C:14]2[CH:19]=[CH:18][C:17]([O:20][CH3:21])=[C:16]([O:22][CH:23]3[CH2:27][CH2:26][CH2:25][CH2:24]3)[CH:15]=2)[CH2:9]1)[C:2]1[CH:7]=[CH:6][CH:5]=[CH:4][CH:3]=1.[CH3:28][S:29](Cl)(=[O:31])=[O:30]. The catalyst is N1C=CC=CC=1. The product is [CH2:1]([C@H:8]1[CH2:9][N:10]([C:14]2[CH:19]=[CH:18][C:17]([O:20][CH3:21])=[C:16]([O:22][CH:23]3[CH2:27][CH2:26][CH2:25][CH2:24]3)[CH:15]=2)[CH2:11][CH2:12][N:13]1[S:29]([CH3:28])(=[O:31])=[O:30])[C:2]1[CH:3]=[CH:4][CH:5]=[CH:6][CH:7]=1. The yield is 0.910. (3) The reactants are [CH3:1][N:2]([CH2:4][C:5]1([C:11]2[CH:16]=[CH:15][C:14]([OH:17])=[CH:13][CH:12]=2)[CH2:10][CH2:9][O:8][CH2:7][CH2:6]1)[CH3:3].[N:18]1([CH2:23][CH2:24][CH:25](O)[CH3:26])[CH2:22][CH2:21][CH2:20][CH2:19]1.C1C=CC(P(C2C=CC=CC=2)C2C=CC=CC=2)=CC=1.CC(OC(/N=N/C(OC(C)C)=O)=O)C. The catalyst is C1COCC1. The product is [CH3:3][N:2]([CH3:1])[CH2:4][C:5]1([C:11]2[CH:16]=[CH:15][C:14]([O:17][CH:25]([CH3:26])[CH2:24][CH2:23][N:18]3[CH2:22][CH2:21][CH2:20][CH2:19]3)=[CH:13][CH:12]=2)[CH2:6][CH2:7][O:8][CH2:9][CH2:10]1. The yield is 0.100. (4) The reactants are [CH:1]([NH:14][C:15]1[CH:20]=[CH:19][C:18]([Cl:21])=[CH:17][C:16]=1[C:22]#[C:23][CH2:24][CH2:25][OH:26])([C:8]1[CH:13]=[CH:12][CH:11]=[CH:10][CH:9]=1)[C:2]1[CH:7]=[CH:6][CH:5]=[CH:4][CH:3]=1. The catalyst is CN(C=O)C.[Cu]I. The product is [CH:1]([N:14]1[C:15]2[C:16](=[CH:17][C:18]([Cl:21])=[CH:19][CH:20]=2)[CH:22]=[C:23]1[CH2:24][CH2:25][OH:26])([C:8]1[CH:9]=[CH:10][CH:11]=[CH:12][CH:13]=1)[C:2]1[CH:7]=[CH:6][CH:5]=[CH:4][CH:3]=1. The yield is 0.300.